Dataset: Reaction yield outcomes from USPTO patents with 853,638 reactions. Task: Predict the reaction yield, written as a fraction of the theoretical maximum amount of product (1.0 means a 100% yield; for example, 0.34 means a 34% yield). (1) The catalyst is CN(C)C=O. The product is [CH2:33]([NH:35][C:26](=[O:27])[C:25]1[CH:29]=[CH:30][C:22]([C:19]2[CH:18]=[CH:17][C:16]([C:13]3([C:10]4[N:6]5[CH2:7][CH2:8][S:9][C:3]([CH2:2][OH:1])([CH3:31])[CH2:4][C:5]5=[N:12][N:11]=4)[CH2:14][CH2:15]3)=[CH:21][CH:20]=2)=[N:23][CH:24]=1)[CH3:34]. The yield is 0.480. The reactants are [OH:1][CH2:2][C:3]1([CH3:31])[S:9][CH2:8][CH2:7][N:6]2[C:10]([C:13]3([C:16]4[CH:21]=[CH:20][C:19]([C:22]5[CH:30]=[CH:29][C:25]([C:26](O)=[O:27])=[CH:24][N:23]=5)=[CH:18][CH:17]=4)[CH2:15][CH2:14]3)=[N:11][N:12]=[C:5]2[CH2:4]1.Cl.[CH2:33]([NH2:35])[CH3:34].Cl.C(N=C=NCCCN(C)C)C.C(=O)([O-])O.[Na+]. (2) The reactants are [CH3:1][CH:2]([C:8](=O)[CH3:9])[C:3]([O:5]CC)=O.Cl.[CH3:12][S:13]([C:16]1[CH:21]=[CH:20][C:19]([NH:22][NH2:23])=[CH:18][CH:17]=1)(=[O:15])=[O:14].C(N(CC)CC)C. The catalyst is C(O)C. The product is [CH3:12][S:13]([C:16]1[CH:17]=[CH:18][C:19]([N:22]2[C:3]([OH:5])=[C:2]([CH3:1])[C:8]([CH3:9])=[N:23]2)=[CH:20][CH:21]=1)(=[O:15])=[O:14]. The yield is 0.730. (3) The reactants are [NH2:1][C@H:2]([C:15]([O:17][C:18]([CH3:21])([CH3:20])[CH3:19])=[O:16])[CH2:3][CH2:4][C:5](=[O:14])[O:6][CH2:7][C:8]1[CH:13]=[CH:12][CH:11]=[CH:10][CH:9]=1.Cl.Cl[C:24](Cl)([O:26]C(=O)OC(Cl)(Cl)Cl)Cl.C(N(CC)CC)C.[NH2:42][C@H:43]([C:59]([O:61][C:62]([CH3:65])([CH3:64])[CH3:63])=[O:60])[CH2:44][CH2:45][CH2:46][CH2:47][NH:48][C:49]([O:51][CH2:52][C:53]1[CH:58]=[CH:57][CH:56]=[CH:55][CH:54]=1)=[O:50]. The catalyst is ClCCCl. The product is [O:50]=[C:49]([NH:48][CH2:47][CH2:46][CH2:45][CH2:44][C@@H:43]([C:59]([O:61][C:62]([CH3:65])([CH3:64])[CH3:63])=[O:60])[NH:42][C:24](=[O:26])[NH:1][C@H:2]([C:15]([O:17][C:18]([CH3:21])([CH3:20])[CH3:19])=[O:16])[CH2:3][CH2:4][C:5]([O:6][CH2:7][C:8]1[CH:9]=[CH:10][CH:11]=[CH:12][CH:13]=1)=[O:14])[O:51][CH2:52][C:53]1[CH:54]=[CH:55][CH:56]=[CH:57][CH:58]=1. The yield is 0.760. (4) The reactants are [I:1][C:2]([C:5]([C:8]([C:11]([C:14]([C:17]([S:20]([O:22][Na])=[O:21])([F:19])[F:18])([F:16])[F:15])([F:13])[F:12])([F:10])[F:9])([F:7])[F:6])([F:4])[F:3].[Cl:24]Cl. The catalyst is O. The product is [I:1][C:2]([C:5]([C:8]([C:11]([C:14]([C:17]([S:20]([Cl:24])(=[O:22])=[O:21])([F:19])[F:18])([F:16])[F:15])([F:13])[F:12])([F:10])[F:9])([F:7])[F:6])([F:4])[F:3]. The yield is 0.952. (5) The reactants are [OH-].[Na+].[CH3:3][CH:4]([C:6]1[O:10][N:9]=[C:8]([C:11]2[CH:16]=[CH:15][CH:14]=[CH:13][C:12]=2[O:17][C:18]([F:21])([F:20])[F:19])[C:7]=1[CH2:22][O:23][C:24]1[CH:25]=[C:26]2[C:30](=[CH:31][CH:32]=1)[N:29]([CH2:33][C:34]1[CH:35]=[C:36]([CH:41]=[CH:42][CH:43]=1)[C:37]([O:39]C)=[O:38])[CH:28]=[CH:27]2)[CH3:5].Cl. The catalyst is O1CCCC1.CO. The product is [CH3:5][CH:4]([C:6]1[O:10][N:9]=[C:8]([C:11]2[CH:16]=[CH:15][CH:14]=[CH:13][C:12]=2[O:17][C:18]([F:21])([F:19])[F:20])[C:7]=1[CH2:22][O:23][C:24]1[CH:25]=[C:26]2[C:30](=[CH:31][CH:32]=1)[N:29]([CH2:33][C:34]1[CH:35]=[C:36]([CH:41]=[CH:42][CH:43]=1)[C:37]([OH:39])=[O:38])[CH:28]=[CH:27]2)[CH3:3]. The yield is 0.650. (6) The reactants are CCN(CC)CC.[SH:8][CH2:9][C:10]([OH:12])=[O:11].Cl[C:14]1[CH:19]=[CH:18][C:17]([N+:20]([O-:22])=[O:21])=[CH:16][C:15]=1[N+:23]([O-:25])=[O:24].O. The catalyst is O1CCOCC1. The product is [N+:20]([C:17]1[CH:16]=[C:15]([N+:23]([O-:25])=[O:24])[CH:14]=[CH:19][C:18]=1[S:8][CH2:9][C:10]([OH:12])=[O:11])([O-:22])=[O:21]. The yield is 0.740.